From a dataset of Catalyst prediction with 721,799 reactions and 888 catalyst types from USPTO. Predict which catalyst facilitates the given reaction. (1) Reactant: [F:1][C:2]1[C:7]2[N:8]=[CH:9][N:10]([CH3:11])[C:6]=2[CH:5]=[C:4]([C:12](O)=[O:13])[C:3]=1[NH:15][C:16]1[CH:21]=[CH:20][C:19]([I:22])=[CH:18][C:17]=1[CH3:23].C1C=[CH:26][C:27]2N(O)N=N[C:28]=2[CH:29]=1.C(N(CC)CC)C.Cl.C1([N:45](C)[OH:46])CC1.CCN=C=NCCCN(C)C. Product: [CH:27]1([CH2:26][O:46][NH:45][C:12]([C:4]2[C:3]([NH:15][C:16]3[CH:21]=[CH:20][C:19]([I:22])=[CH:18][C:17]=3[CH3:23])=[C:2]([F:1])[C:7]3[N:8]=[CH:9][N:10]([CH3:11])[C:6]=3[CH:5]=2)=[O:13])[CH2:28][CH2:29]1. The catalyst class is: 248. (2) Reactant: [OH-].[K+].[CH2:3](I)[CH3:4].[CH3:6][O:7][C:8]1[CH:9]=[C:10]([SH:14])[CH:11]=[CH:12][CH:13]=1. Product: [CH2:3]([S:14][C:10]1[CH:11]=[CH:12][CH:13]=[C:8]([O:7][CH3:6])[CH:9]=1)[CH3:4]. The catalyst class is: 8.